From a dataset of Catalyst prediction with 721,799 reactions and 888 catalyst types from USPTO. Predict which catalyst facilitates the given reaction. (1) Reactant: [CH3:1][CH:2]([CH3:12])[CH2:3][CH2:4][C:5]([C:7]1[CH:11]=[CH:10][S:9][CH:8]=1)=O.Cl.[C:14]([CH2:17][O:18][NH2:19])([OH:16])=[O:15].[C:14]([CH2:17][O:18][NH2:19])([OH:16])=[O:15].[OH-].[Na+]. Product: [CH3:1][CH:2]([CH3:12])[CH2:3][CH2:4][C:5](=[N:19][O:18][CH2:17][C:14]([OH:16])=[O:15])[C:7]1[CH:11]=[CH:10][S:9][CH:8]=1. The catalyst class is: 5. (2) Product: [CH2:11]([O:18][N:19]=[C:7]([C:4]1[CH:3]=[C:2]([Br:1])[S:6][CH:5]=1)[CH3:8])[C:12]1[CH:17]=[CH:16][CH:15]=[CH:14][CH:13]=1. Reactant: [Br:1][C:2]1[S:6][CH:5]=[C:4]([C:7](=O)[CH3:8])[CH:3]=1.Cl.[CH2:11]([O:18][NH2:19])[C:12]1[CH:17]=[CH:16][CH:15]=[CH:14][CH:13]=1. The catalyst class is: 5. (3) Reactant: C([C:5]1[N:6]([C:18]([OH:20])=[O:19])[C:7]2[C:12]([CH:13]=1)=[CH:11][C:10]([Br:14])=[C:9]([Cl:15])[C:8]=2[CH:16]=[O:17])(C)(C)C.P([O-])(O)(O)=O.[Na+].[CH3:27][C:28](=[CH:30]C)[CH3:29].Cl([O-])=[O:33].[Na+]. Product: [Br:14][C:10]1[CH:11]=[C:12]2[C:7](=[C:8]([C:16]([OH:17])=[O:33])[C:9]=1[Cl:15])[N:6]([C:18]([O:20][C:28]([CH3:30])([CH3:29])[CH3:27])=[O:19])[CH:5]=[CH:13]2. The catalyst class is: 38. (4) Reactant: [CH2:1]([Zn]CC)C.CCCCCC.FC(F)(F)C(O)=O.ICI.[F:22][C:23]1[CH:28]=[CH:27][C:26]([C@@:29]([NH:51][S@:52]([C:54]([CH3:57])([CH3:56])[CH3:55])=[O:53])([C:37]2[CH:42]=[C:41]([O:43][C:44]([F:49])([F:48])[CH:45]([F:47])[F:46])[CH:40]=[C:39]([F:50])[CH:38]=2)[CH2:30][C:31]2[CH:36]=[CH:35][CH:34]=[CH:33][CH:32]=2)=[CH:25][C:24]=1[O:58][CH:59]=[CH2:60]. The catalyst class is: 2. Product: [CH:59]1([O:58][C:24]2[CH:25]=[C:26]([C@@:29]([NH:51][S@:52]([C:54]([CH3:56])([CH3:55])[CH3:57])=[O:53])([C:37]3[CH:42]=[C:41]([O:43][C:44]([F:48])([F:49])[CH:45]([F:46])[F:47])[CH:40]=[C:39]([F:50])[CH:38]=3)[CH2:30][C:31]3[CH:36]=[CH:35][CH:34]=[CH:33][CH:32]=3)[CH:27]=[CH:28][C:23]=2[F:22])[CH2:1][CH2:60]1. (5) Reactant: CC12NC(=O)OC1CCN(C1N(C)N=CC=1[N+]([O-])=O)CC2.Br[C:23]1[S:24][C:25]([NH:53][C:54]([O:56][C:57]([CH3:60])([CH3:59])[CH3:58])=[O:55])=[C:26]([C:28]([NH:30][C:31]2[CH:32]=[N:33][N:34]([CH3:52])[C:35]=2[N:36]2[CH2:42][C:41]([F:44])([F:43])[CH2:40][N:39]([C:45]([O:47][C:48]([CH3:51])([CH3:50])[CH3:49])=[O:46])[CH2:38][CH2:37]2)=[O:29])[N:27]=1.C([O-])([O-])=O.[Na+].[Na+].[F:67][C:68]1[CH:73]=[CH:72][C:71]([CH3:74])=[CH:70][C:69]=1B(O)O. Product: [C:57]([O:56][C:54]([NH:53][C:25]1[S:24][C:23]([C:69]2[CH:70]=[C:71]([CH3:74])[CH:72]=[CH:73][C:68]=2[F:67])=[N:27][C:26]=1[C:28]([NH:30][C:31]1[CH:32]=[N:33][N:34]([CH3:52])[C:35]=1[N:36]1[CH2:42][C:41]([F:44])([F:43])[CH2:40][N:39]([C:45]([O:47][C:48]([CH3:51])([CH3:50])[CH3:49])=[O:46])[CH2:38][CH2:37]1)=[O:29])=[O:55])([CH3:60])([CH3:59])[CH3:58].[NH2:53][C:25]1[S:24][C:23]([C:69]2[CH:70]=[C:71]([CH3:74])[CH:72]=[CH:73][C:68]=2[F:67])=[N:27][C:26]=1[C:28]([NH:30][C:31]1[CH:32]=[N:33][N:34]([CH3:52])[C:35]=1[N:36]1[CH2:42][C:41]([F:43])([F:44])[CH2:40][N:39]([C:45]([O:47][C:48]([CH3:50])([CH3:49])[CH3:51])=[O:46])[CH2:38][CH2:37]1)=[O:29]. The catalyst class is: 622. (6) Reactant: [F:1][C:2]1[C:7]([F:8])=[CH:6][C:5]([C:9]2[CH:14]=[CH:13][C:12]([O:15][CH2:16][C:17]3[CH:18]=[C:19]([NH2:23])[CH:20]=[CH:21][CH:22]=3)=[CH:11][CH:10]=2)=[C:4]([O:24][CH3:25])[CH:3]=1.[CH2:26]([O:28][C:29](=[O:32])[CH2:30]Br)[CH3:27].C(=O)([O-])[O-].[K+].[K+]. Product: [CH2:26]([O:28][C:29](=[O:32])[CH2:30][NH:23][C:19]1[CH:20]=[CH:21][CH:22]=[C:17]([CH2:16][O:15][C:12]2[CH:11]=[CH:10][C:9]([C:5]3[CH:6]=[C:7]([F:8])[C:2]([F:1])=[CH:3][C:4]=3[O:24][CH3:25])=[CH:14][CH:13]=2)[CH:18]=1)[CH3:27]. The catalyst class is: 10. (7) Reactant: Cl[Si](C)(C)C.[BH4-].[Li+].[CH3:8][O:9][C:10]1[CH:15]=[CH:14][C:13]([Cl:16])=[CH:12][C:11]=1[CH2:17][C:18]#[N:19]. Product: [Cl:16][C:13]1[CH:14]=[CH:15][C:10]([O:9][CH3:8])=[C:11]([CH2:17][CH2:18][NH2:19])[CH:12]=1. The catalyst class is: 83. (8) Reactant: [Br:1][C:2]1[CH:15]=[CH:14][C:5]2[N:6]=[C:7]([CH2:9][C:10]([NH:12][NH2:13])=[O:11])[S:8][C:4]=2[CH:3]=1.C1N=CN([C:21](N2C=NC=C2)=[O:22])C=1. Product: [Br:1][C:2]1[CH:15]=[CH:14][C:5]2[N:6]=[C:7]([CH2:9][C:10]3[O:11][C:21]([OH:22])=[N:13][N:12]=3)[S:8][C:4]=2[CH:3]=1. The catalyst class is: 26.